Task: Predict the reaction yield, written as a fraction of the theoretical maximum amount of product (1.0 means a 100% yield; for example, 0.34 means a 34% yield).. Dataset: Reaction yield outcomes from USPTO patents with 853,638 reactions The reactants are [Cl:1][C:2]1[C:30]([Cl:31])=[CH:29][CH:28]=[CH:27][C:3]=1[CH2:4][N:5]1[C:9]2[CH:10]=[C:11]([N:18]3[CH2:23][CH2:22][O:21][CH2:20][CH2:19]3)[CH:12]=[C:13]([C:14]([O:16]C)=[O:15])[C:8]=2[N:7]=[C:6]1[CH:24]([F:26])[F:25].[Li+].[OH-]. The catalyst is C1COCC1. The product is [Cl:1][C:2]1[C:30]([Cl:31])=[CH:29][CH:28]=[CH:27][C:3]=1[CH2:4][N:5]1[C:9]2[CH:10]=[C:11]([N:18]3[CH2:23][CH2:22][O:21][CH2:20][CH2:19]3)[CH:12]=[C:13]([C:14]([OH:16])=[O:15])[C:8]=2[N:7]=[C:6]1[CH:24]([F:25])[F:26]. The yield is 0.460.